From a dataset of Forward reaction prediction with 1.9M reactions from USPTO patents (1976-2016). Predict the product of the given reaction. (1) Given the reactants [OH:1][C:2]1[C:6]2[CH:7]=[C:8]([N+:11]([O-:13])=[O:12])[CH:9]=[CH:10][C:5]=2[O:4][C:3]=1[C:14]([O:16][CH2:17][CH3:18])=[O:15].[CH2:19]1[CH2:29]CN2C(=NCCC2)C[CH2:20]1.ICCC.Cl, predict the reaction product. The product is: [N+:11]([C:8]1[CH:9]=[CH:10][C:5]2[O:4][C:3]([C:14]([O:16][CH2:17][CH3:18])=[O:15])=[C:2]([O:1][CH2:20][CH2:19][CH3:29])[C:6]=2[CH:7]=1)([O-:13])=[O:12]. (2) Given the reactants [CH:1]1([CH2:4][OH:5])[CH2:3][CH2:2]1.[H-].[Na+].Br.Cl[C:10]1[C:11]([CH3:21])=[C:12]([CH3:20])[C:13]2[N:14]([C:16]([NH2:19])=[N:17][N:18]=2)[N:15]=1, predict the reaction product. The product is: [CH:1]1([CH2:4][O:5][C:10]2[C:11]([CH3:21])=[C:12]([CH3:20])[C:13]3[N:14]([C:16]([NH2:19])=[N:17][N:18]=3)[N:15]=2)[CH2:3][CH2:2]1. (3) Given the reactants [CH3:1][O:2][C:3]([C@@H:5]1[CH2:9][C@H:8]([O:10]S(C2C=CC(Br)=CC=2)(=O)=O)[CH2:7][N:6]1[C:21](=[O:34])[C@@H:22]([NH:26][C:27]([O:29][C:30]([CH3:33])([CH3:32])[CH3:31])=[O:28])[CH:23]([CH3:25])[CH3:24])=[O:4].[CH:35]([NH:38][C:39]1[S:40][CH:41]=[C:42]([C:44]2[CH:53]=[C:52](O)[C:51]3[C:46](=[CH:47][C:48]([O:55][CH3:56])=[CH:49][CH:50]=3)[N:45]=2)[N:43]=1)([CH3:37])[CH3:36].C([O-])([O-])=O.[Cs+].[Cs+], predict the reaction product. The product is: [CH3:1][O:2][C:3]([C@@H:5]1[CH2:9][C@@H:8]([O:10][C:52]2[C:51]3[C:46](=[CH:47][C:48]([O:55][CH3:56])=[CH:49][CH:50]=3)[N:45]=[C:44]([C:42]3[N:43]=[C:39]([NH:38][CH:35]([CH3:37])[CH3:36])[S:40][CH:41]=3)[CH:53]=2)[CH2:7][N:6]1[C:21](=[O:34])[C@@H:22]([NH:26][C:27]([O:29][C:30]([CH3:33])([CH3:31])[CH3:32])=[O:28])[CH:23]([CH3:24])[CH3:25])=[O:4]. (4) Given the reactants [N:1]1([CH2:7][CH2:8][C:9]2[CH:18]=[CH:17][C:12]3[C:13](=[O:16])[O:14][CH2:15][C:11]=3[CH:10]=2)[CH2:6][CH2:5][NH:4][CH2:3][CH2:2]1.O=[CH:20][CH2:21][C:22]1[CH:29]=[CH:28][C:25]([C:26]#[N:27])=[CH:24][CH:23]=1.C([BH3-])#N.[Na+].CC(O)=O, predict the reaction product. The product is: [O:16]=[C:13]1[C:12]2[CH:17]=[CH:18][C:9]([CH2:8][CH2:7][N:1]3[CH2:6][CH2:5][N:4]([CH2:20][CH2:21][C:22]4[CH:29]=[CH:28][C:25]([C:26]#[N:27])=[CH:24][CH:23]=4)[CH2:3][CH2:2]3)=[CH:10][C:11]=2[CH2:15][O:14]1. (5) Given the reactants [OH:1][C@@H:2]1[CH2:7][CH2:6][C@H:5]([NH:8][C:9]([CH:11]2[CH2:16][CH2:15][C:14]([C:17]3[CH:22]=[CH:21][C:20]([C:23]4[CH:28]=[CH:27][C:26]([C:29]([NH:31][CH3:32])=[O:30])=[CH:25][CH:24]=4)=[CH:19][C:18]=3[CH3:33])=[CH:13][CH2:12]2)=[O:10])[CH2:4][CH2:3]1, predict the reaction product. The product is: [OH:1][C@@H:2]1[CH2:3][CH2:4][C@H:5]([NH:8][C:9]([CH:11]2[CH2:12][CH2:13][CH:14]([C:17]3[CH:22]=[CH:21][C:20]([C:23]4[CH:28]=[CH:27][C:26]([C:29]([NH:31][CH3:32])=[O:30])=[CH:25][CH:24]=4)=[CH:19][C:18]=3[CH3:33])[CH2:15][CH2:16]2)=[O:10])[CH2:6][CH2:7]1. (6) Given the reactants [O:1]1[CH:5]=[CH:4][N:3]=[C:2]1[CH:6]([CH:8]1[CH2:16][C:15]2[C:10](=[CH:11][CH:12]=[C:13]([O:17][C:18]3[CH:23]=[CH:22][CH:21]=[CH:20][CH:19]=3)[CH:14]=2)[CH2:9]1)[OH:7].[CH3:24][C:25]([Si:28](Cl)([CH3:30])[CH3:29])([CH3:27])[CH3:26].N1C=CN=C1, predict the reaction product. The product is: [Si:28]([O:7][CH:6]([CH:8]1[CH2:16][C:15]2[C:10](=[CH:11][CH:12]=[C:13]([O:17][C:18]3[CH:23]=[CH:22][CH:21]=[CH:20][CH:19]=3)[CH:14]=2)[CH2:9]1)[C:2]1[O:1][CH:5]=[CH:4][N:3]=1)([C:25]([CH3:27])([CH3:26])[CH3:24])([CH3:30])[CH3:29]. (7) Given the reactants [Tl].Cl[C:3]1[C:4]([I:14])=[C:5]2[C:9](=[CH:10][CH:11]=1)[NH:8][CH:7]=[C:6]2[CH:12]=[O:13].[H-].[Na+].IC.CN([CH:22]=[O:23])C, predict the reaction product. The product is: [I:14][C:4]1[C:3]([O:23][CH3:22])=[CH:11][CH:10]=[C:9]2[C:5]=1[C:6]([CH:12]=[O:13])=[CH:7][NH:8]2. (8) Given the reactants [Cl:1][C:2]1[C:10]([C:11]#[N:12])=[CH:9][CH:8]=[C:7]2[C:3]=1[CH:4]=[C:5]([C:18]([O:20]CC)=[O:19])[N:6]2[CH2:13][C:14]([F:17])([F:16])[F:15].[OH-].[Na+], predict the reaction product. The product is: [Cl:1][C:2]1[C:10]([C:11]#[N:12])=[CH:9][CH:8]=[C:7]2[C:3]=1[CH:4]=[C:5]([C:18]([OH:20])=[O:19])[N:6]2[CH2:13][C:14]([F:17])([F:16])[F:15]. (9) Given the reactants [N:1]1[CH:2]=[CH:3][N:4]2[C:9]=1[CH:8]=[CH:7][C:6]([O:10][C:11]1[CH:12]=[C:13]([CH:17]=[CH:18][CH:19]=1)[C:14]([OH:16])=O)=[N:5]2.[F:20][C:21]([F:30])([F:29])[C:22]1[CH:23]=[C:24]([CH:26]=[CH:27][CH:28]=1)[NH2:25].O.ON1C2C=CC=CC=2N=N1.Cl.CN(C)CCCN=C=NCC.C(N(CC)CC)C, predict the reaction product. The product is: [N:1]1[CH:2]=[CH:3][N:4]2[C:9]=1[CH:8]=[CH:7][C:6]([O:10][C:11]1[CH:12]=[C:13]([CH:17]=[CH:18][CH:19]=1)[C:14]([NH:25][C:24]1[CH:26]=[CH:27][CH:28]=[C:22]([C:21]([F:20])([F:29])[F:30])[CH:23]=1)=[O:16])=[N:5]2.